This data is from Peptide-MHC class II binding affinity with 134,281 pairs from IEDB. The task is: Regression. Given a peptide amino acid sequence and an MHC pseudo amino acid sequence, predict their binding affinity value. This is MHC class II binding data. (1) The peptide sequence is LIQGHYDQKLGSYEH. The MHC is DRB1_0101 with pseudo-sequence DRB1_0101. The binding affinity (normalized) is 0.370. (2) The peptide sequence is RRAEPAADGVGAVSRDL. The MHC is DRB1_0701 with pseudo-sequence DRB1_0701. The binding affinity (normalized) is 0.207. (3) The peptide sequence is VNWEVIIMDEAHFLD. The MHC is DRB3_0301 with pseudo-sequence DRB3_0301. The binding affinity (normalized) is 0.750. (4) The peptide sequence is NNYGSTIEGLLD. The MHC is HLA-DPA10201-DPB10501 with pseudo-sequence HLA-DPA10201-DPB10501. The binding affinity (normalized) is 0.000920. (5) The peptide sequence is AAKEDFLGCLVKEIP. The MHC is DRB1_0101 with pseudo-sequence DRB1_0101. The binding affinity (normalized) is 0.549.